This data is from Merck oncology drug combination screen with 23,052 pairs across 39 cell lines. The task is: Regression. Given two drug SMILES strings and cell line genomic features, predict the synergy score measuring deviation from expected non-interaction effect. (1) Drug 1: CN(Cc1cnc2nc(N)nc(N)c2n1)c1ccc(C(=O)NC(CCC(=O)O)C(=O)O)cc1. Drug 2: CS(=O)(=O)CCNCc1ccc(-c2ccc3ncnc(Nc4ccc(OCc5cccc(F)c5)c(Cl)c4)c3c2)o1. Cell line: ES2. Synergy scores: synergy=26.6. (2) Drug 1: CCC1(O)CC2CN(CCc3c([nH]c4ccccc34)C(C(=O)OC)(c3cc4c(cc3OC)N(C)C3C(O)(C(=O)OC)C(OC(C)=O)C5(CC)C=CCN6CCC43C65)C2)C1. Drug 2: Cc1nc(Nc2ncc(C(=O)Nc3c(C)cccc3Cl)s2)cc(N2CCN(CCO)CC2)n1. Cell line: SKMEL30. Synergy scores: synergy=-34.9. (3) Drug 1: COc1cc(C2c3cc4c(cc3C(OC3OC5COC(C)OC5C(O)C3O)C3COC(=O)C23)OCO4)cc(OC)c1O. Drug 2: Cn1cc(-c2cnn3c(N)c(Br)c(C4CCCNC4)nc23)cn1. Cell line: OV90. Synergy scores: synergy=4.88. (4) Drug 1: Cc1nc(Nc2ncc(C(=O)Nc3c(C)cccc3Cl)s2)cc(N2CCN(CCO)CC2)n1. Drug 2: CCC1(O)C(=O)OCc2c1cc1n(c2=O)Cc2cc3c(CN(C)C)c(O)ccc3nc2-1. Cell line: OCUBM. Synergy scores: synergy=5.31. (5) Drug 1: O=S1(=O)NC2(CN1CC(F)(F)F)C1CCC2Cc2cc(C=CCN3CCC(C(F)(F)F)CC3)ccc2C1. Drug 2: COC1=C2CC(C)CC(OC)C(O)C(C)C=C(C)C(OC(N)=O)C(OC)C=CC=C(C)C(=O)NC(=CC1=O)C2=O. Cell line: NCIH1650. Synergy scores: synergy=-0.567. (6) Drug 1: O=C(CCCCCCC(=O)Nc1ccccc1)NO. Drug 2: CCN(CC)CCNC(=O)c1c(C)[nH]c(C=C2C(=O)Nc3ccc(F)cc32)c1C. Cell line: A427. Synergy scores: synergy=-25.1. (7) Drug 1: Cn1c(=O)n(-c2ccc(C(C)(C)C#N)cc2)c2c3cc(-c4cnc5ccccc5c4)ccc3ncc21. Drug 2: Cn1cc(-c2cnn3c(N)c(Br)c(C4CCCNC4)nc23)cn1. Cell line: SW620. Synergy scores: synergy=18.5.